From a dataset of Catalyst prediction with 721,799 reactions and 888 catalyst types from USPTO. Predict which catalyst facilitates the given reaction. (1) Reactant: [C:1]([C:9]1[CH:14]=[CH:13][C:12]([NH:15][CH:16]2[CH2:21][CH2:20][C:19]([C:24]3[CH:29]=[CH:28][CH:27]=[C:26]([O:30][CH3:31])[CH:25]=3)([C:22]#[N:23])[CH2:18][CH2:17]2)=[CH:11][CH:10]=1)(=[O:8])[C:2]1[CH:7]=[CH:6][CH:5]=[CH:4][CH:3]=1. Product: [OH:8][CH:1]([C:2]1[CH:3]=[CH:4][CH:5]=[CH:6][CH:7]=1)[C:9]1[CH:14]=[CH:13][C:12]([NH:15][CH:16]2[CH2:21][CH2:20][C:19]([C:24]3[CH:29]=[CH:28][CH:27]=[C:26]([O:30][CH3:31])[CH:25]=3)([C:22]#[N:23])[CH2:18][CH2:17]2)=[CH:11][CH:10]=1. The catalyst class is: 428. (2) Reactant: [OH:1][C:2]1[CH:3]=[C:4]([CH:8]=[CH:9][C:10]=1[F:11])[C:5]([OH:7])=O.C(N(CC)CC)C.CCN=C=NCCCN(C)C.Cl.[CH3:31][NH:32][O:33][CH3:34]. Product: [F:11][C:10]1[CH:9]=[CH:8][C:4]([C:5]([N:32]([O:33][CH3:34])[CH3:31])=[O:7])=[CH:3][C:2]=1[OH:1]. The catalyst class is: 2.